The task is: Predict which catalyst facilitates the given reaction.. This data is from Catalyst prediction with 721,799 reactions and 888 catalyst types from USPTO. Reactant: [F:1][C:2]([F:25])([F:24])[CH2:3][NH:4][C:5]1[N:10]=[C:9]([NH:11][C:12]2[CH:20]=[CH:19][C:15]([C:16](O)=[O:17])=[CH:14][CH:13]=2)[NH:8][C:7]2=[N:21][CH:22]=[CH:23][C:6]=12.[CH3:26][CH2:27][N:28]([CH:32]([CH3:34])C)[CH:29](C)C.C[N:36](C(ON1N=NC2C=CC=CC1=2)=[N+](C)C)C.[B-](F)(F)(F)F. The catalyst class is: 3. Product: [CH3:29][N:28]1[CH2:32][CH2:34][N:36]([C:16]([C:15]2[CH:14]=[CH:13][C:12]([NH:11][C:9]3[NH:8][C:7]4=[N:21][CH:22]=[CH:23][C:6]4=[C:5]([NH:4][CH2:3][C:2]([F:24])([F:1])[F:25])[N:10]=3)=[CH:20][CH:19]=2)=[O:17])[CH2:26][CH2:27]1.